This data is from NCI-60 drug combinations with 297,098 pairs across 59 cell lines. The task is: Regression. Given two drug SMILES strings and cell line genomic features, predict the synergy score measuring deviation from expected non-interaction effect. (1) Drug 1: COC1=C(C=C2C(=C1)N=CN=C2NC3=CC(=C(C=C3)F)Cl)OCCCN4CCOCC4. Drug 2: CC1C(C(CC(O1)OC2CC(OC(C2O)C)OC3=CC4=CC5=C(C(=O)C(C(C5)C(C(=O)C(C(C)O)O)OC)OC6CC(C(C(O6)C)O)OC7CC(C(C(O7)C)O)OC8CC(C(C(O8)C)O)(C)O)C(=C4C(=C3C)O)O)O)O. Cell line: ACHN. Synergy scores: CSS=53.2, Synergy_ZIP=4.90, Synergy_Bliss=6.42, Synergy_Loewe=6.22, Synergy_HSA=7.13. (2) Cell line: MCF7. Drug 2: CC1C(C(CC(O1)OC2CC(CC3=C2C(=C4C(=C3O)C(=O)C5=C(C4=O)C(=CC=C5)OC)O)(C(=O)CO)O)N)O.Cl. Drug 1: CC1C(C(CC(O1)OC2CC(CC3=C2C(=C4C(=C3O)C(=O)C5=C(C4=O)C(=CC=C5)OC)O)(C(=O)CO)O)N)O.Cl. Synergy scores: CSS=46.7, Synergy_ZIP=-7.96, Synergy_Bliss=-9.15, Synergy_Loewe=-1.28, Synergy_HSA=-0.201. (3) Drug 1: CC12CCC3C(C1CCC2=O)CC(=C)C4=CC(=O)C=CC34C. Drug 2: N.N.Cl[Pt+2]Cl. Cell line: BT-549. Synergy scores: CSS=63.3, Synergy_ZIP=2.21, Synergy_Bliss=2.38, Synergy_Loewe=2.27, Synergy_HSA=1.87. (4) Cell line: HCT-15. Drug 2: CCC1=C2CN3C(=CC4=C(C3=O)COC(=O)C4(CC)O)C2=NC5=C1C=C(C=C5)O. Drug 1: CC1=C(C=C(C=C1)NC(=O)C2=CC=C(C=C2)CN3CCN(CC3)C)NC4=NC=CC(=N4)C5=CN=CC=C5. Synergy scores: CSS=1.81, Synergy_ZIP=-4.66, Synergy_Bliss=-1.26, Synergy_Loewe=-26.6, Synergy_HSA=-3.13.